The task is: Predict the product of the given reaction.. This data is from Forward reaction prediction with 1.9M reactions from USPTO patents (1976-2016). (1) Given the reactants [Br:1]P(Br)Br.[CH3:5][O:6][C:7](=[O:16])[C:8]1[CH:13]=[CH:12][CH:11]=[C:10]([CH2:14]O)[CH:9]=1.O.C([O-])(O)=O.[Na+], predict the reaction product. The product is: [CH3:5][O:6][C:7](=[O:16])[C:8]1[CH:13]=[CH:12][CH:11]=[C:10]([CH2:14][Br:1])[CH:9]=1. (2) The product is: [NH2:1][C:2]1([CH3:9])[C:7]([OH:8])=[CH:6][CH:5]=[CH:4][CH2:3]1.[CH3:10][C:11]1[CH:12]=[C:13]([OH:18])[C:14](=[CH:16][CH:17]=1)[OH:15].[CH2:19]([NH2:21])[C:20]1[CH:6]=[CH:7][CH:2]=[CH:3][CH:4]=1. Given the reactants [NH2:1][C:2]1([CH3:9])[C:7]([OH:8])=[CH:6][CH:5]=[CH:4][CH2:3]1.[CH3:10][C:11]1[CH:12]=[C:13]([OH:18])[C:14](=[CH:16][CH:17]=1)[OH:15].[C:19](#[N:21])[CH3:20].O, predict the reaction product. (3) Given the reactants [CH:1]1[C:13]2[C:12](=O)[C:11]3[C:6](=[CH:7][CH:8]=[CH:9][CH:10]=3)[C:5]=2[C:4](C(Cl)=O)=[CH:3][CH:2]=1.[OH:18]CCOC1C=CC(S(C2C=CC(OCCO)=CC=2)(=O)=O)=CC=1.C(N(CC)CC)C, predict the reaction product. The product is: [C:1]1(=[O:18])[C:13]2[C:5]([C:6]3[C:11]([CH:12]=2)=[CH:10][CH:9]=[CH:8][CH:7]=3)=[CH:4][CH:3]=[CH:2]1. (4) Given the reactants Cl[CH2:2][C:3]1[CH:8]=[CH:7][C:6]([CH:9]([F:27])[CH2:10][N:11]2[CH:16]=[CH:15][C:14]([O:17][CH2:18][C:19]3[CH:24]=[CH:23][C:22]([F:25])=[CH:21][CH:20]=3)=[CH:13][C:12]2=[O:26])=[CH:5][CH:4]=1.C(N)(C)C.[CH2:32]([NH2:35])[CH2:33][CH3:34], predict the reaction product. The product is: [F:25][C:22]1[CH:23]=[CH:24][C:19]([CH2:18][O:17][C:14]2[CH:15]=[CH:16][N:11]([CH2:10][CH:9]([F:27])[C:6]3[CH:7]=[CH:8][C:3]([CH2:2][NH:35][CH2:32][CH2:33][CH3:34])=[CH:4][CH:5]=3)[C:12](=[O:26])[CH:13]=2)=[CH:20][CH:21]=1. (5) The product is: [F:16][C:17]1[CH:24]=[C:23]([C:25]([F:26])([F:27])[F:28])[CH:22]=[CH:21][C:18]=1[C:19](=[S:4])[NH2:20]. Given the reactants [S].C(O)(=[S:4])C.B(F)(F)F.CCOCC.[P].[F:16][C:17]1[CH:24]=[C:23]([C:25]([F:28])([F:27])[F:26])[CH:22]=[CH:21][C:18]=1[C:19]#[N:20], predict the reaction product. (6) Given the reactants [CH3:1][O:2][C:3]1[CH:8]=[CH:7][C:6]([C:9]2([CH:18]3[CH2:23][CH2:22][NH:21][CH2:20][CH2:19]3)[O:13][C:12]3[CH:14]=[CH:15][CH:16]=[CH:17][C:11]=3[O:10]2)=[CH:5][CH:4]=1.O=[C:25]([CH3:39])[CH2:26][CH2:27][N:28]1C(=O)C2C(=CC=CC=2)C1=O, predict the reaction product. The product is: [CH3:1][O:2][C:3]1[CH:8]=[CH:7][C:6]([C:9]2([CH:18]3[CH2:23][CH2:22][N:21]([CH:25]([CH3:39])[CH2:26][CH2:27][NH2:28])[CH2:20][CH2:19]3)[O:13][C:12]3[CH:14]=[CH:15][CH:16]=[CH:17][C:11]=3[O:10]2)=[CH:5][CH:4]=1. (7) Given the reactants Br[CH2:2][C:3]1[S:7][CH:6]=[N:5][C:4]=1[CH:8]([CH3:10])[CH3:9].[CH3:11][C:12]1[N:17]=[C:16]([SH:18])[N:15]=[C:14]([OH:19])[CH:13]=1.C(N(CC)CC)C, predict the reaction product. The product is: [CH3:11][C:12]1[N:17]=[C:16]([S:18][CH2:2][C:3]2[S:7][CH:6]=[N:5][C:4]=2[CH:8]([CH3:10])[CH3:9])[N:15]=[C:14]([OH:19])[CH:13]=1. (8) The product is: [Br:1][C:2]1[S:6][C:5]([C:7]2[N:12]=[C:11]([NH:13][C:14]3[CH:22]=[CH:21][C:17]([C:43]([NH:39][O:38][C:33]([O:52][CH3:51])([CH3:32])[CH3:34])=[O:48])=[CH:16][CH:15]=3)[C:10]([CH2:23][CH3:24])=[C:9]([CH3:25])[N:8]=2)=[CH:4][CH:3]=1. Given the reactants [Br:1][C:2]1[S:6][C:5]([C:7]2[N:12]=[C:11]([NH:13][C:14]3[CH:22]=[CH:21][C:17](C(O)=O)=[CH:16][CH:15]=3)[C:10]([CH2:23][CH3:24])=[C:9]([CH3:25])[N:8]=2)=[CH:4][CH:3]=1.Cl.C(N=C=N[CH2:32][CH2:33][CH2:34]N(C)C)C.[OH:38][N:39]1[C:43]2C=CC=CC=2N=N1.[OH2:48].CN(C)[CH:51]=[O:52], predict the reaction product.